Dataset: Full USPTO retrosynthesis dataset with 1.9M reactions from patents (1976-2016). Task: Predict the reactants needed to synthesize the given product. (1) Given the product [CH3:1][O:2][C:3]1[CH:4]=[N:5][NH:6][C:7]=1[C:8]1[CH:9]=[C:10]([CH:14]=[CH:15][C:16]=1[CH3:17])[C:11]([N:19]1[CH2:22][CH:21]([C:23]2[CH:30]=[CH:29][C:26]([C:27]#[N:28])=[CH:25][CH:24]=2)[CH2:20]1)=[O:13], predict the reactants needed to synthesize it. The reactants are: [CH3:1][O:2][C:3]1[CH:4]=[N:5][NH:6][C:7]=1[C:8]1[CH:9]=[C:10]([CH:14]=[CH:15][C:16]=1[CH3:17])[C:11]([OH:13])=O.Cl.[NH:19]1[CH2:22][CH:21]([C:23]2[CH:30]=[CH:29][C:26]([C:27]#[N:28])=[CH:25][CH:24]=2)[CH2:20]1.CCN=C=NCCCN(C)C.Cl. (2) Given the product [NH2:1][C:2]1[C:11]2[C:6](=[C:7]([C:21]3[CH:20]=[N:19][C:28]4[C:23]([CH:22]=3)=[CH:24][CH:25]=[CH:26][CH:27]=4)[CH:8]=[CH:9][CH:10]=2)[N:5]=[N:4][C:3]=1[C:13]([NH:15][CH2:16][CH2:17][CH3:18])=[O:14], predict the reactants needed to synthesize it. The reactants are: [NH2:1][C:2]1[C:11]2[C:6](=[C:7](Br)[CH:8]=[CH:9][CH:10]=2)[N:5]=[N:4][C:3]=1[C:13]([NH:15][CH2:16][CH2:17][CH3:18])=[O:14].[N:19]1[C:28]2[C:23](=[CH:24][CH:25]=[CH:26][CH:27]=2)[CH:22]=[C:21](B(O)O)[CH:20]=1. (3) Given the product [CH3:11][O:10][CH:5]1[O:4][C@H:3]2[C@H:7]([O:8][C:13]([CH3:18])([CH3:14])[O:1][CH2:2]2)[C@H:6]1[OH:9], predict the reactants needed to synthesize it. The reactants are: [OH:1][CH2:2][C@@H:3]1[C@H:7]([OH:8])[C@@H:6]([OH:9])[CH:5]([O:10][CH3:11])[O:4]1.O.[C:13]1(C)[CH:18]=CC(S(O)(=O)=O)=C[CH:14]=1. (4) Given the product [CH3:59][O:58][C:55]1[N:56]=[CH:57][C:52]([NH:41][C:39]2[N:38]([C:42]3[CH:47]=[C:46]([S:48][CH3:49])[N:45]=[C:44]([CH3:50])[N:43]=3)[N:37]=[C:36]([CH3:35])[CH:40]=2)=[CH:53][CH:54]=1, predict the reactants needed to synthesize it. The reactants are: C1(P(C2CCCCC2)C2(CCC)CC(CCC)=CC(CCC)=C2C2C=CC=CC=2)CCCCC1.[CH3:35][C:36]1[CH:40]=[C:39]([NH2:41])[N:38]([C:42]2[CH:47]=[C:46]([S:48][CH3:49])[N:45]=[C:44]([CH3:50])[N:43]=2)[N:37]=1.Br[C:52]1[CH:53]=[CH:54][C:55]([O:58][CH3:59])=[N:56][CH:57]=1.C(=O)([O-])[O-].[Cs+].[Cs+]. (5) Given the product [Br:1][C:2]1[C:3]([C:10]([O:12][CH3:18])=[O:11])=[N:4][C:5]([S:8][CH3:9])=[N:6][CH:7]=1, predict the reactants needed to synthesize it. The reactants are: [Br:1][C:2]1[C:3]([C:10]([OH:12])=[O:11])=[N:4][C:5]([S:8][CH3:9])=[N:6][CH:7]=1.S(=O)(=O)(O)O.[CH3:18]O. (6) Given the product [Cl:36][C:33]1[C:34]([O:12][C:4]2[CH:5]=[CH:6][C:7]([C:8]([F:10])([F:11])[F:9])=[C:2]([Cl:1])[CH:3]=2)=[CH:26][C:27]([F:37])=[C:28]([CH:32]=1)[C:29]([O:31][C:4]1[CH:5]=[CH:6][C:7]([CH3:8])=[CH:2][CH:3]=1)=[O:30], predict the reactants needed to synthesize it. The reactants are: [Cl:1][C:2]1[CH:3]=[C:4]([OH:12])[CH:5]=[CH:6][C:7]=1[C:8]([F:11])([F:10])[F:9].C(=O)([O-])[O-].[K+].[K+].CC1C=CC([C:26]2[C:27]([F:37])=[C:28]([CH:32]=[C:33]([Cl:36])[C:34]=2F)[C:29]([O-:31])=[O:30])=CC=1.